This data is from Full USPTO retrosynthesis dataset with 1.9M reactions from patents (1976-2016). The task is: Predict the reactants needed to synthesize the given product. Given the product [F:1][C:2]1[CH:7]=[CH:6][C:5]([C@H:8]([NH:10][C:11]([C@H:13]2[CH2:18][CH2:17][C@H:16]([NH:19][S:20]([C:23]3[CH:24]=[N:25][C:26]([N:33]([CH3:34])[CH3:32])=[C:27]([Br:29])[CH:28]=3)(=[O:22])=[O:21])[CH2:15][CH2:14]2)=[O:12])[CH3:9])=[CH:4][CH:3]=1, predict the reactants needed to synthesize it. The reactants are: [F:1][C:2]1[CH:7]=[CH:6][C:5]([C@H:8]([NH:10][C:11]([C@H:13]2[CH2:18][CH2:17][C@H:16]([NH:19][S:20]([C:23]3[CH:24]=[N:25][C:26](Cl)=[C:27]([Br:29])[CH:28]=3)(=[O:22])=[O:21])[CH2:15][CH2:14]2)=[O:12])[CH3:9])=[CH:4][CH:3]=1.C[CH2:32][N:33](C(C)C)[CH:34](C)C.CNC.C1COCC1.